Dataset: Full USPTO retrosynthesis dataset with 1.9M reactions from patents (1976-2016). Task: Predict the reactants needed to synthesize the given product. (1) Given the product [C:31]([C:20]1([NH:19][C:17](=[O:18])[CH:16]([NH:15][C:2]2[C:6]3[CH:7]=[CH:8][CH:9]=[CH:10][C:5]=3[S:4](=[O:12])(=[O:11])[N:3]=2)[CH2:33][CH:34]2[CH2:39][CH2:38][CH2:37][CH2:36][CH2:35]2)[CH2:24][CH2:23][N:22]([CH:25]2[CH2:26][CH2:27][CH2:28][CH2:29][CH2:30]2)[CH2:21]1)#[N:32], predict the reactants needed to synthesize it. The reactants are: Cl[C:2]1[C:6]2[CH:7]=[CH:8][CH:9]=[CH:10][C:5]=2[S:4](=[O:12])(=[O:11])[N:3]=1.Cl.Cl.[NH2:15][CH:16]([CH2:33][CH:34]1[CH2:39][CH2:38][CH2:37][CH2:36][CH2:35]1)[C:17]([NH:19][C:20]1([C:31]#[N:32])[CH2:24][CH2:23][N:22]([CH:25]2[CH2:30][CH2:29][CH2:28][CH2:27][CH2:26]2)[CH2:21]1)=[O:18]. (2) Given the product [C:14]1([S:20]([N:9]2[C:6]3=[N:7][CH:8]=[C:3]([O:2][CH3:1])[CH:4]=[C:5]3[CH:11]=[CH:10]2)(=[O:22])=[O:21])[CH:19]=[CH:18][CH:17]=[CH:16][CH:15]=1, predict the reactants needed to synthesize it. The reactants are: [CH3:1][O:2][C:3]1[CH:4]=[C:5]2[CH:11]=[CH:10][NH:9][C:6]2=[N:7][CH:8]=1.[OH-].[Na+].[C:14]1([S:20](Cl)(=[O:22])=[O:21])[CH:19]=[CH:18][CH:17]=[CH:16][CH:15]=1. (3) Given the product [Br:29][C:18]1[C:13]2[S:47](=[O:51])(=[O:48])[CH2:11][CH:10]([C:7]3[CH:6]=[CH:5][C:4]([CH:1]([CH3:2])[CH3:3])=[CH:9][CH:8]=3)[C:14]=2[C:15]([CH3:28])=[C:16]([NH:20][C:21](=[O:27])[CH2:22][C:23]([CH3:26])([CH3:25])[CH3:24])[C:17]=1[CH3:19], predict the reactants needed to synthesize it. The reactants are: [CH:1]([C:4]1[CH:9]=[CH:8][C:7]([CH:10]2[C:14]3[C:15]([CH3:28])=[C:16]([NH:20][C:21](=[O:27])[CH2:22][C:23]([CH3:26])([CH3:25])[CH3:24])[C:17]([CH3:19])=[CH:18][C:13]=3S[CH2:11]2)=[CH:6][CH:5]=1)([CH3:3])[CH3:2].[Br:29]Br.C(=O)([O-])O.[Na+].ClC1C=CC=C(C(OO)=O)C=1.[S:47]([O-:51])(O)(=O)=[O:48].[Na+]. (4) Given the product [N+:9]([C:5]1[C:4]2[CH2:12][CH:23]3[CH2:24][CH2:25][CH:26](/[C:22]/3=[N:27]\[OH:34])[CH2:2][C:3]=2[CH:8]=[CH:7][CH:6]=1)([O-:11])=[O:10], predict the reactants needed to synthesize it. The reactants are: Br[CH2:2][C:3]1[CH:8]=[CH:7][CH:6]=[C:5]([N+:9]([O-:11])=[O:10])[C:4]=1[CH2:12]Br.C(N(CC)C(C)C)C.[C:22]1([N:27]2CCCC2)[CH2:26][CH2:25][CH2:24][CH:23]=1.Cl.N[OH:34]. (5) Given the product [CH3:12][CH:13]([CH3:31])[CH2:14][C:15]([O:17][CH:18]([O:20][C:21]([NH:11][CH2:10][C@H:2]1[CH2:3][CH2:4][C@H:5]([C:7]([OH:9])=[O:8])[CH2:6][CH2:1]1)=[O:22])[CH3:19])=[O:16], predict the reactants needed to synthesize it. The reactants are: [CH2:1]1[CH2:6][C@H:5]([C:7]([OH:9])=[O:8])[CH2:4][CH2:3][C@H:2]1[CH2:10][NH2:11].[CH3:12][CH:13]([CH3:31])[CH2:14][C:15]([O:17][CH:18]([O:20][C:21](ON1C(=O)CCC1=O)=[O:22])[CH3:19])=[O:16].